From a dataset of Reaction yield outcomes from USPTO patents with 853,638 reactions. Predict the reaction yield, written as a fraction of the theoretical maximum amount of product (1.0 means a 100% yield; for example, 0.34 means a 34% yield). (1) The reactants are [CH3:1][C:2]1([CH3:18])[CH2:7][O:6][CH:5]([C:8]2[CH:9]=[CH:10][C:11]([OH:17])=[C:12]([CH:16]=2)[C:13]([OH:15])=O)[O:4][CH2:3]1.O[NH:20][C:21]([C:23]1[C:28]([CH3:29])=[CH:27][CH:26]=[CH:25][N:24]=1)=[NH:22]. No catalyst specified. The product is [CH3:18][C:2]1([CH3:1])[CH2:3][O:4][CH:5]([C:8]2[CH:9]=[CH:10][C:11]([OH:17])=[C:12]([C:13]3[O:15][N:22]=[C:21]([C:23]4[C:28]([CH3:29])=[CH:27][CH:26]=[CH:25][N:24]=4)[N:20]=3)[CH:16]=2)[O:6][CH2:7]1. The yield is 0.480. (2) The reactants are [CH:1]([OH:4])([CH3:3])[CH3:2].[Na].I[C:7]1[S:8][CH:9]=[CH:10][CH:11]=1.[C-]#N.[K+]. The catalyst is [Cu]I.O1CCCC1. The product is [CH:1]([O:4][C:7]1[S:8][CH:9]=[CH:10][CH:11]=1)([CH3:3])[CH3:2]. The yield is 0.160. (3) The reactants are Cl[CH2:2][CH2:3][C:4]([NH:6][C:7]1[CH:12]=[CH:11][CH:10]=[C:9]([F:13])[CH:8]=1)=[O:5].[Al+3].[Cl-].[Cl-].[Cl-]. No catalyst specified. The product is [F:13][C:9]1[CH:8]=[C:7]2[C:12]([CH2:2][CH2:3][C:4](=[O:5])[NH:6]2)=[CH:11][CH:10]=1. The yield is 0.610. (4) The reactants are Cl[S:2]([C:5]1[CH:14]=[CH:13][C:12]2[NH:11][C:10](=[O:15])[C:9]3[NH:16][CH:17]=[C:18]([C:19]([OH:21])=[O:20])[C:8]=3[C:7]=2[CH:6]=1)(=[O:4])=[O:3].[NH2:22][C:23]1[CH:33]=[CH:32][C:26]([C:27]([O:29][CH2:30][CH3:31])=[O:28])=[CH:25][CH:24]=1. No catalyst specified. The product is [CH2:30]([O:29][C:27]([C:26]1[CH:25]=[CH:24][C:23]([NH:22][S:2]([C:5]2[CH:14]=[CH:13][C:12]3[NH:11][C:10](=[O:15])[C:9]4[NH:16][CH:17]=[CH:18][C:8]=4[C:7]=3[CH:6]=2)(=[O:3])=[O:4])=[CH:33][CH:32]=1)=[O:28])[CH3:31].[CH2:18]([C:19]([O-:21])=[O:20])[CH3:17]. The yield is 0.0200. (5) The reactants are [Cl:1][C:2]1[CH:7]=[CH:6][CH:5]=[CH:4][C:3]=1[C:8](=O)[CH2:9][C:10](=O)[C:11]([F:14])([F:13])[F:12].ClCC(C1C=CC=CC=1)=O.[NH2:27][C:28]1[C:32]([C:33]#[N:34])=[CH:31][NH:30][N:29]=1. No catalyst specified. The product is [Cl:1][C:2]1[CH:7]=[CH:6][CH:5]=[CH:4][C:3]=1[C:8]1[CH:9]=[C:10]([C:11]([F:14])([F:13])[F:12])[N:29]2[N:30]=[CH:31][C:32]([C:33]#[N:34])=[C:28]2[N:27]=1. The yield is 0.230.